Dataset: Forward reaction prediction with 1.9M reactions from USPTO patents (1976-2016). Task: Predict the product of the given reaction. The product is: [CH2:2]([O:22][C:21]([C:9]1[C:8]([Cl:24])=[C:7]([NH2:6])[N:12]=[C:11]([C:13]2[CH:18]=[CH:17][C:16]([Cl:19])=[CH:15][C:14]=2[F:20])[N:10]=1)=[O:23])[CH3:3]. Given the reactants Cl.[C:2](Cl)(=O)[CH3:3].[NH2:6][C:7]1[N:12]=[C:11]([C:13]2[CH:18]=[CH:17][C:16]([Cl:19])=[CH:15][C:14]=2[F:20])[N:10]=[C:9]([C:21]([OH:23])=[O:22])[C:8]=1[Cl:24].C(OCC)(=O)C.CCCCCC, predict the reaction product.